Dataset: Catalyst prediction with 721,799 reactions and 888 catalyst types from USPTO. Task: Predict which catalyst facilitates the given reaction. (1) Reactant: [CH2:1]([C:4]1([NH2:19])[CH2:8][CH2:7][C@@H:6]([C:9]([O:11][CH2:12][C:13]2[CH:18]=[CH:17][CH:16]=[CH:15][CH:14]=2)=[O:10])[CH2:5]1)[CH:2]=[CH2:3].C(N(CC)CC)C.[C:27](O[C:27]([O:29][C:30]([CH3:33])([CH3:32])[CH3:31])=[O:28])([O:29][C:30]([CH3:33])([CH3:32])[CH3:31])=[O:28]. Product: [CH2:1]([C:4]1([NH:19][C:27]([O:29][C:30]([CH3:33])([CH3:32])[CH3:31])=[O:28])[CH2:8][CH2:7][C@@H:6]([C:9]([O:11][CH2:12][C:13]2[CH:18]=[CH:17][CH:16]=[CH:15][CH:14]=2)=[O:10])[CH2:5]1)[CH:2]=[CH2:3]. The catalyst class is: 4. (2) Reactant: C1(N2[C:12](=[O:13])[C:11]3[S:14][CH:15]=[C:16]([C:17]4[CH:22]=[CH:21][CH:20]=[CH:19][CH:18]=4)[C:10]=3[N:9]=[CH:8]2)C=CC=CC=1.NC1C(C2C=CC=CC=2[F:35])=CSC=1C(OC)=O.C(OCC)(OCC)OCC.[Cl:50][C:51]1[CH:57]=[CH:56][C:54]([NH2:55])=[CH:53][CH:52]=1. Product: [Cl:50][C:51]1[CH:57]=[CH:56][C:54]([N:55]2[C:12](=[O:13])[C:11]3[S:14][CH:15]=[C:16]([C:17]4[CH:22]=[CH:21][CH:20]=[C:19]([F:35])[CH:18]=4)[C:10]=3[N:9]=[CH:8]2)=[CH:53][CH:52]=1. The catalyst class is: 15. (3) Reactant: [NH2:1][C:2]1[CH:7]=[CH:6][C:5]([CH2:8][C:9]([O:11][CH3:12])=[O:10])=[C:4]([F:13])[C:3]=1[OH:14].[Cl:15][C:16]1[CH:21]=[CH:20][CH:19]=[C:18]([CH3:22])[C:17]=1[N:23]=[C:24]=S. Product: [Cl:15][C:16]1[CH:21]=[CH:20][CH:19]=[C:18]([CH3:22])[C:17]=1[NH:23][C:24]1[O:14][C:3]2[C:4]([F:13])=[C:5]([CH2:8][C:9]([O:11][CH3:12])=[O:10])[CH:6]=[CH:7][C:2]=2[N:1]=1. The catalyst class is: 5. (4) The catalyst class is: 181. Product: [CH2:10]1[C:9]2[C:8]3[CH:12]=[C:4]([NH2:1])[CH:5]=[CH:6][C:7]=3[O:18][C:16]=2[CH2:17][CH2:13]1. Reactant: [N+:1]([C:4]1[C:12]2O[C:10]3[CH2:13]CC[C:9]=3[C:8]=2[CH:7]=[CH:6][CH:5]=1)([O-])=O.[CH2:16]([OH:18])[CH3:17]. (5) Reactant: [CH3:1][C:2]1[CH:7]=[C:6]([C:8]([N:10]2[C:16]3[CH:17]=[CH:18][CH:19]=[CH:20][C:15]=3[CH2:14][N:13]3[C:21]([C:24]([NH:26][CH2:27][CH:28]4[CH2:33][CH2:32][CH2:31][N:30](C(OC(C)(C)C)=O)[CH2:29]4)=[O:25])=[CH:22][CH2:23][C:12]3=[CH:11]2)=[O:9])[CH:5]=[CH:4][C:3]=1[C:41]1[CH:46]=[CH:45][CH:44]=[CH:43][C:42]=1[CH3:47].FC(F)(F)C(O)=O. Product: [CH3:1][C:2]1[CH:7]=[C:6]([C:8]([N:10]2[C:16]3[CH:17]=[CH:18][CH:19]=[CH:20][C:15]=3[CH2:14][N:13]3[C:21]([C:24]([NH:26][CH2:27][CH:28]4[CH2:33][CH2:32][CH2:31][NH:30][CH2:29]4)=[O:25])=[CH:22][CH:23]=[C:12]3[CH2:11]2)=[O:9])[CH:5]=[CH:4][C:3]=1[C:41]1[CH:46]=[CH:45][CH:44]=[CH:43][C:42]=1[CH3:47]. The catalyst class is: 4. (6) Reactant: [N:1]12[CH2:8][CH2:7][C:4]([C:9]([C:16]3[CH:20]=[CH:19][S:18][CH:17]=3)([C:11]3[CH:15]=[CH:14][S:13][CH:12]=3)[OH:10])([CH2:5][CH2:6]1)[CH2:3][CH2:2]2.[C:21]1([O:27][CH2:28][CH2:29][CH2:30][Br:31])[CH:26]=[CH:25][CH:24]=[CH:23][CH:22]=1. Product: [Br-:31].[OH:10][C:9]([C:11]1[CH:15]=[CH:14][S:13][CH:12]=1)([C:16]1[CH:20]=[CH:19][S:18][CH:17]=1)[C:4]12[CH2:7][CH2:8][N+:1]([CH2:30][CH2:29][CH2:28][O:27][C:21]3[CH:26]=[CH:25][CH:24]=[CH:23][CH:22]=3)([CH2:6][CH2:5]1)[CH2:2][CH2:3]2. The catalyst class is: 22. (7) Reactant: [CH:1]1([C:7]2[C:8]3[CH:9]=[CH:10][C:11]([C:27]([O:29][CH3:30])=[O:28])=[CH:12][C:13]=3[N:14]3[C:21]=2[C:20]2[CH:22]=[CH:23][CH:24]=[CH:25][C:19]=2[O:18][CH2:17][C:16](=O)[CH2:15]3)[CH2:6][CH2:5][CH2:4][CH2:3][CH2:2]1.[CH3:31][N:32]([CH3:36])[CH2:33][CH2:34][NH2:35].C(O)(=O)C.C(O[BH-](OC(=O)C)OC(=O)C)(=O)C.[Na+].[OH-].[Na+]. Product: [CH:1]1([C:7]2[C:8]3[CH:9]=[CH:10][C:11]([C:27]([O:29][CH3:30])=[O:28])=[CH:12][C:13]=3[N:14]3[C:21]=2[C:20]2[CH:22]=[CH:23][CH:24]=[CH:25][C:19]=2[O:18][CH2:17][CH:16]([NH:35][CH2:34][CH2:33][N:32]([CH3:36])[CH3:31])[CH2:15]3)[CH2:6][CH2:5][CH2:4][CH2:3][CH2:2]1. The catalyst class is: 839. (8) Reactant: [Cl:1][C:2]1[CH:9]=[CH:8][CH:7]=[C:6]([C:10]([F:13])([F:12])[F:11])[C:3]=1[CH:4]=[O:5].[CH3:14][Mg+].[Br-].[NH4+].[Cl-]. Product: [Cl:1][C:2]1[CH:9]=[CH:8][CH:7]=[C:6]([C:10]([F:11])([F:12])[F:13])[C:3]=1[CH:4]([OH:5])[CH3:14]. The catalyst class is: 1. (9) Reactant: [Br:1][C:2]1[CH:3]=[C:4]([CH2:8][C:9](=O)C)[CH:5]=[CH:6][CH:7]=1.[CH3:12][C:13]1[CH:22]=[CH:21][C:20]2C(=[CH:16][CH:17]=[CH:18][C:19]=2[N:23]2[CH2:28][CH2:27][N:26]([CH2:29]CC3C=C(C=CC=3)N)[CH2:25][CH2:24]2)N=1.[C:38]([BH3-])#[N:39].[Na+]. Product: [Br:1][C:2]1[CH:3]=[C:4]([CH:8]([CH3:9])[CH2:29][N:26]2[CH2:27][CH2:28][N:23]([C:19]3[CH:18]=[CH:17][CH:16]=[C:38]4[C:20]=3[CH:21]=[CH:22][C:13]([CH3:12])=[N:39]4)[CH2:24][CH2:25]2)[CH:5]=[CH:6][CH:7]=1. The catalyst class is: 466.